From a dataset of Merck oncology drug combination screen with 23,052 pairs across 39 cell lines. Regression. Given two drug SMILES strings and cell line genomic features, predict the synergy score measuring deviation from expected non-interaction effect. (1) Drug 1: O=S1(=O)NC2(CN1CC(F)(F)F)C1CCC2Cc2cc(C=CCN3CCC(C(F)(F)F)CC3)ccc2C1. Drug 2: N.N.O=C(O)C1(C(=O)O)CCC1.[Pt]. Cell line: UWB1289. Synergy scores: synergy=-22.9. (2) Drug 1: O=c1[nH]cc(F)c(=O)[nH]1. Drug 2: C#Cc1cccc(Nc2ncnc3cc(OCCOC)c(OCCOC)cc23)c1. Cell line: VCAP. Synergy scores: synergy=24.4. (3) Cell line: NCIH460. Synergy scores: synergy=-14.8. Drug 1: CN(Cc1cnc2nc(N)nc(N)c2n1)c1ccc(C(=O)NC(CCC(=O)O)C(=O)O)cc1. Drug 2: CNC(=O)c1cc(Oc2ccc(NC(=O)Nc3ccc(Cl)c(C(F)(F)F)c3)cc2)ccn1. (4) Drug 1: CC(C)CC(NC(=O)C(Cc1ccccc1)NC(=O)c1cnccn1)B(O)O. Drug 2: Cn1cc(-c2cnn3c(N)c(Br)c(C4CCCNC4)nc23)cn1. Cell line: T47D. Synergy scores: synergy=-8.13. (5) Synergy scores: synergy=-8.20. Drug 1: C#Cc1cccc(Nc2ncnc3cc(OCCOC)c(OCCOC)cc23)c1. Cell line: UWB1289. Drug 2: CCC1(O)C(=O)OCc2c1cc1n(c2=O)Cc2cc3c(CN(C)C)c(O)ccc3nc2-1. (6) Synergy scores: synergy=-5.66. Cell line: NCIH460. Drug 1: O=c1[nH]cc(F)c(=O)[nH]1. Drug 2: O=C(O)C1(Cc2cccc(Nc3nccs3)n2)CCC(Oc2cccc(Cl)c2F)CC1.